Task: Predict the reactants needed to synthesize the given product.. Dataset: Full USPTO retrosynthesis dataset with 1.9M reactions from patents (1976-2016) (1) The reactants are: Br[CH2:2][C:3]1[N:8]([CH2:9][CH2:10][C:11]2[CH:20]=[CH:19][C:14]([C:15]([O:17][CH3:18])=[O:16])=[CH:13][CH:12]=2)[C:7](=[O:21])[C:6]([Cl:22])=[CH:5][C:4]=1[Cl:23].C(=O)([O-])[O-:25].[Na+].[Na+].C[N+]([O-])(C)C.C(OCC)(=O)C. Given the product [Cl:22][C:6]1[C:7](=[O:21])[N:8]([CH2:9][CH2:10][C:11]2[CH:20]=[CH:19][C:14]([C:15]([O:17][CH3:18])=[O:16])=[CH:13][CH:12]=2)[C:3]([CH:2]=[O:25])=[C:4]([Cl:23])[CH:5]=1, predict the reactants needed to synthesize it. (2) Given the product [NH2:21][C:7]1[C:8]([C:11]2[CH:16]=[CH:15][C:14]([S:17]([CH3:20])(=[O:19])=[O:18])=[CH:13][CH:12]=2)=[N:9][O:10][C:6]=1[C:4]([NH2:22])=[O:3], predict the reactants needed to synthesize it. The reactants are: C([O:3][C:4]([C:6]1[O:10][N:9]=[C:8]([C:11]2[CH:16]=[CH:15][C:14]([S:17]([CH3:20])(=[O:19])=[O:18])=[CH:13][CH:12]=2)[C:7]=1[NH2:21])=O)C.[NH4+:22].[OH-]. (3) The reactants are: [CH2:1]([NH:3][C:4]([NH:6][C:7]1[CH:12]=[CH:11][C:10]([C:13]2[N:14]=[C:15]([N:23]3[CH2:28][CH2:27][O:26][CH2:25][C@@H:24]3[CH3:29])[C:16]3[CH2:22][NH:21][CH2:20][CH2:19][C:17]=3[N:18]=2)=[CH:9][CH:8]=1)=[O:5])[CH3:2].Cl[C:31]([O:33][CH2:34][CH:35]([CH3:37])[CH3:36])=[O:32]. Given the product [CH2:1]([NH:3][C:4](=[O:5])[NH:6][C:7]1[CH:12]=[CH:11][C:10]([C:13]2[N:14]=[C:15]([N:23]3[CH2:28][CH2:27][O:26][CH2:25][C@@H:24]3[CH3:29])[C:16]3[CH2:22][N:21]([C:31]([O:33][CH2:34][CH:35]([CH3:37])[CH3:36])=[O:32])[CH2:20][CH2:19][C:17]=3[N:18]=2)=[CH:9][CH:8]=1)[CH3:2], predict the reactants needed to synthesize it. (4) Given the product [OH:37][CH2:31][CH2:32][O:33][CH2:34][CH2:35][O:36][CH2:22][C:21](=[CH2:24])[C:20]([O:19][CH2:17][CH3:18])=[O:23], predict the reactants needed to synthesize it. The reactants are: FC(F)(F)S(OS(C(F)(F)F)(=O)=O)(=O)=O.O[CH:17]([O:19][C:20](=[O:23])[CH:21]=[CH2:22])[CH3:18].[CH2:24](N(CC)CC)C.[CH2:31]([OH:37])[CH2:32][O:33][CH2:34][CH2:35][OH:36].